Dataset: Catalyst prediction with 721,799 reactions and 888 catalyst types from USPTO. Task: Predict which catalyst facilitates the given reaction. (1) Reactant: [F:1][C:2]1[C:9]([F:10])=[CH:8][CH:7]=[C:6]([OH:11])[C:3]=1[CH:4]=[O:5].C(=O)([O-])[O-].[K+].[K+].[C:18]([O:21][CH2:22][CH2:23]Br)(=[O:20])[CH3:19].[I-].[Na+]. Product: [C:18]([O:21][CH2:22][CH2:23][O:11][C:6]1[C:3]([CH:4]=[O:5])=[C:2]([F:1])[C:9]([F:10])=[CH:8][CH:7]=1)(=[O:20])[CH3:19]. The catalyst class is: 35. (2) Reactant: Cl.[N:2]1[CH:3]=[C:4]([C:11](Cl)=[O:12])[N:5]2[CH:10]=[CH:9][CH:8]=[CH:7][C:6]=12.[NH2:14][C:15]1[CH:16]=[C:17]([CH:35]=[CH:36][C:37]=1[Br:38])[C:18]([NH:20][CH2:21][C:22]1[CH:27]=[CH:26][CH:25]=[CH:24][C:23]=1[N:28]1[CH2:33][CH2:32][N:31]([CH3:34])[CH2:30][CH2:29]1)=[O:19]. Product: [Br:38][C:37]1[CH:36]=[CH:35][C:17]([C:18](=[O:19])[NH:20][CH2:21][C:22]2[CH:27]=[CH:26][CH:25]=[CH:24][C:23]=2[N:28]2[CH2:29][CH2:30][N:31]([CH3:34])[CH2:32][CH2:33]2)=[CH:16][C:15]=1[NH:14][C:11]([C:4]1[N:5]2[CH:10]=[CH:9][CH:8]=[CH:7][C:6]2=[N:2][CH:3]=1)=[O:12]. The catalyst class is: 17. (3) Reactant: [CH3:1][CH2:2][O:3][C:4](/[C:6](/Cl)=[N:7]\[OH:8])=[O:5].[CH3:10][CH:11]([OH:15])[CH2:12][C:13]#[CH:14].C(N(CC)CC)C. Product: [OH:15][CH:11]([CH3:10])[CH2:12][C:13]1[O:8][N:7]=[C:6]([C:4]([O:3][CH2:2][CH3:1])=[O:5])[CH:14]=1. The catalyst class is: 27.